This data is from Catalyst prediction with 721,799 reactions and 888 catalyst types from USPTO. The task is: Predict which catalyst facilitates the given reaction. (1) Reactant: O[C:2]1[C:11]2[C:6](=[C:7]([CH3:14])[CH:8]=[C:9]([O:12][CH3:13])[CH:10]=2)[N:5]=[CH:4][C:3]=1[C:15]([O:17][CH2:18][CH3:19])=[O:16].P(Br)(Br)[Br:21].C(=O)([O-])[O-].[Na+].[Na+]. Product: [Br:21][C:2]1[C:11]2[C:6](=[C:7]([CH3:14])[CH:8]=[C:9]([O:12][CH3:13])[CH:10]=2)[N:5]=[CH:4][C:3]=1[C:15]([O:17][CH2:18][CH3:19])=[O:16]. The catalyst class is: 9. (2) Reactant: [O-2].[Zn+2:2].[C:3]([OH:12])(=[O:11])[CH2:4][CH2:5][CH2:6][CH2:7][CH2:8][CH2:9][CH3:10]. Product: [C:3]([O-:12])(=[O:11])[CH2:4][CH2:5][CH2:6][CH2:7][CH2:8][CH2:9][CH3:10].[Zn+2:2].[C:3]([O-:12])(=[O:11])[CH2:4][CH2:5][CH2:6][CH2:7][CH2:8][CH2:9][CH3:10]. The catalyst class is: 11. (3) Reactant: C(N(CC)CC)C.Br[CH2:9][C:10]([NH2:12])=[O:11].[F:13][C:14]1[CH:15]=[CH:16][C:17]2[N:18]([C:20]([C:23]3[N:28]=[C:27]([NH:29][C@@H:30]4[CH2:35][CH2:34][CH2:33][NH:32][CH2:31]4)[CH:26]=[CH:25][N:24]=3)=[CH:21][N:22]=2)[CH:19]=1. Product: [F:13][C:14]1[CH:15]=[CH:16][C:17]2[N:18]([C:20]([C:23]3[N:28]=[C:27]([NH:29][C@@H:30]4[CH2:35][CH2:34][CH2:33][N:32]([CH2:9][C:10]([NH2:12])=[O:11])[CH2:31]4)[CH:26]=[CH:25][N:24]=3)=[CH:21][N:22]=2)[CH:19]=1. The catalyst class is: 4. (4) Reactant: C[O-].[Na+].[Cl:4][C:5]1[CH:10]=[CH:9][CH:8]=[CH:7][C:6]=1[SH:11].I[CH2:13][CH3:14]. Product: [Cl:4][C:5]1[CH:10]=[CH:9][CH:8]=[CH:7][C:6]=1[S:11][CH2:13][CH3:14]. The catalyst class is: 5. (5) Reactant: [Br:1][C:2]1[CH:8]=[CH:7][C:5]([NH2:6])=[CH:4][CH:3]=1.Cl.[N:10]1([C:15](N)=[NH:16])C=CC=N1.CCN(C(C)C)C(C)C. Product: [Br:1][C:2]1[CH:8]=[CH:7][C:5]([NH:6][C:15]([NH2:16])=[NH:10])=[CH:4][CH:3]=1. The catalyst class is: 1. (6) Reactant: [Cl:1][C:2]1[CH:28]=[CH:27][C:5]2[CH:6]([CH2:23][CH:24]([CH3:26])[CH3:25])[C:7](=[O:22])[N:8]([CH2:18][C:19](O)=[O:20])[CH2:9][CH:10]([C:11]3[CH:16]=[CH:15][CH:14]=[CH:13][C:12]=3[Cl:17])[C:4]=2[CH:3]=1.Cl.[NH:30]1[CH2:35][CH2:34][CH:33]([CH2:36][C:37]([O:39][CH2:40][CH3:41])=[O:38])[CH2:32][CH2:31]1.O.ON1C2C=CC=CC=2N=N1.Cl.C(N=C=NCCCN(C)C)C.C(N(CC)C(C)C)(C)C. Product: [CH2:40]([O:39][C:37](=[O:38])[CH2:36][CH:33]1[CH2:34][CH2:35][N:30]([C:19](=[O:20])[CH2:18][N:8]2[CH2:9][CH:10]([C:11]3[CH:16]=[CH:15][CH:14]=[CH:13][C:12]=3[Cl:17])[C:4]3[CH:3]=[C:2]([Cl:1])[CH:28]=[CH:27][C:5]=3[CH:6]([CH2:23][CH:24]([CH3:26])[CH3:25])[C:7]2=[O:22])[CH2:31][CH2:32]1)[CH3:41]. The catalyst class is: 4. (7) Reactant: [CH2:1]([C:3]1[CH:4]=[N:5][CH:6]=[CH:7][CH:8]=1)[CH3:2].N(C(C)(C)C#N)=NC(C)(C)C#N.[Br:21]N1C(=O)CCC1=O. Product: [Br:21][CH:1]([C:3]1[CH:4]=[N:5][CH:6]=[CH:7][CH:8]=1)[CH3:2]. The catalyst class is: 53. (8) Reactant: [NH2:1][C:2]1[C:7]2[N:8]3[CH2:16][CH2:15][N:14]([CH3:17])[C:13](=[O:18])[C:9]3=[C:10]([O:11]C)[C:6]=2[C:5](=[O:19])[N:4]([CH2:20][C:21]2[CH:26]=[CH:25][C:24]([F:27])=[C:23]([Cl:28])[CH:22]=2)[N:3]=1.[CH3:29][C:30](=O)[CH2:31][CH2:32][C:33](=O)[CH3:34].C1(C)C(S(O)(=O)=O)=CC=CC=1. Product: [Cl:28][C:23]1[CH:22]=[C:21]([CH:26]=[CH:25][C:24]=1[F:27])[CH2:20][N:4]1[C:5](=[O:19])[C:6]2[C:10]([OH:11])=[C:9]3[C:13](=[O:18])[N:14]([CH3:17])[CH2:15][CH2:16][N:8]3[C:7]=2[C:2]([N:1]2[C:33]([CH3:34])=[CH:32][CH:31]=[C:30]2[CH3:29])=[N:3]1. The catalyst class is: 11.